Dataset: Forward reaction prediction with 1.9M reactions from USPTO patents (1976-2016). Task: Predict the product of the given reaction. (1) Given the reactants [Cl:1][C:2]1[CH:3]=[CH:4][C:5](=[O:8])[NH:6][N:7]=1.IC.[C:11]([O-])([O-])=O.[Cs+].[Cs+], predict the reaction product. The product is: [Cl:1][C:2]1[CH:3]=[CH:4][C:5](=[O:8])[N:6]([CH3:11])[N:7]=1. (2) The product is: [Br:15][C:12]1[N:10]2[CH:11]=[C:6]([C:4]3[CH:5]=[N:1][NH:2][CH:3]=3)[CH:7]=[CH:8][C:9]2=[N:14][CH:13]=1. Given the reactants [NH:1]1[CH:5]=[C:4]([C:6]2[CH:7]=[CH:8][C:9]3[N:10]([CH:12]=[CH:13][N:14]=3)[CH:11]=2)[CH:3]=[N:2]1.[Br:15]Br.O, predict the reaction product. (3) Given the reactants [CH3:1][S:2]([C:5]1[CH:10]=[CH:9][CH:8]=[CH:7][C:6]=1[S:11](Cl)(=[O:13])=[O:12])(=[O:4])=[O:3].[NH2:15][C:16]1[CH:17]=[C:18]2[C:22](=[CH:23][CH:24]=1)[NH:21][N:20]=[C:19]2[C:25]#[C:26][C:27]1[CH:32]=[CH:31][CH:30]=[CH:29][CH:28]=1, predict the reaction product. The product is: [CH3:1][S:2]([C:5]1[CH:10]=[CH:9][CH:8]=[CH:7][C:6]=1[S:11]([NH:15][C:16]1[CH:17]=[C:18]2[C:22](=[CH:23][CH:24]=1)[NH:21][N:20]=[C:19]2[C:25]#[C:26][C:27]1[CH:28]=[CH:29][CH:30]=[CH:31][CH:32]=1)(=[O:13])=[O:12])(=[O:4])=[O:3]. (4) Given the reactants [CH2:1]([C:5]1[CH:6]=[C:7]([CH:11]=[C:12]([CH3:14])[N:13]=1)[C:8](O)=[O:9])[CH:2]([CH3:4])[CH3:3].CCN(C(C)C)C(C)C.CN(C(O[N:32]1[N:40]=NC2C=CC=CC1=2)=[N+](C)C)C.[B-](F)(F)(F)F.NN.C1COCC1, predict the reaction product. The product is: [CH2:1]([C:5]1[CH:6]=[C:7]([CH:11]=[C:12]([CH3:14])[N:13]=1)[C:8]([NH:32][NH2:40])=[O:9])[CH:2]([CH3:4])[CH3:3]. (5) Given the reactants [NH2:1][C@H:2]([C:13]1[N:18]([C:19]2[CH:24]=[CH:23][CH:22]=[CH:21][CH:20]=2)[C:17](=[O:25])[C:16]2=[CH:26][CH:27]=[CH:28][N:15]2[N:14]=1)[CH2:3][CH2:4][S:5][CH2:6][C:7]1[CH:12]=[CH:11][CH:10]=[CH:9][CH:8]=1.[NH2:29][C:30]1[C:35]([C:36]#[N:37])=[C:34](Cl)[N:33]=[CH:32][N:31]=1.C(N(CC)C(C)C)(C)C, predict the reaction product. The product is: [NH2:29][C:30]1[C:35]([C:36]#[N:37])=[C:34]([NH:1][C@H:2]([C:13]2[N:18]([C:19]3[CH:24]=[CH:23][CH:22]=[CH:21][CH:20]=3)[C:17](=[O:25])[C:16]3=[CH:26][CH:27]=[CH:28][N:15]3[N:14]=2)[CH2:3][CH2:4][S:5][CH2:6][C:7]2[CH:8]=[CH:9][CH:10]=[CH:11][CH:12]=2)[N:33]=[CH:32][N:31]=1. (6) Given the reactants [NH2:1][CH2:2][CH2:3][CH2:4][CH2:5][N:6]1[C:11](=[O:12])[CH:10]=[C:9]([NH:13][C:14]2[CH:19]=[CH:18][C:17]([CH3:20])=[C:16]([CH2:21][CH3:22])[CH:15]=2)[NH:8][C:7]1=[O:23].[ClH:24], predict the reaction product. The product is: [ClH:24].[NH2:1][CH2:2][CH2:3][CH2:4][CH2:5][N:6]1[C:11](=[O:12])[CH:10]=[C:9]([NH:13][C:14]2[CH:19]=[CH:18][C:17]([CH3:20])=[C:16]([CH2:21][CH3:22])[CH:15]=2)[NH:8][C:7]1=[O:23].